The task is: Predict the product of the given reaction.. This data is from Forward reaction prediction with 1.9M reactions from USPTO patents (1976-2016). (1) Given the reactants C1(C2C=CC(CNCCC3C=CC(F)=C(C(F)(F)F)C=3)=CC=2)CC1.[CH3:25][C:26]1([CH3:37])[O:30][C:29]2[CH:31]=[CH:32][C:33]([CH:35]=O)=[CH:34][C:28]=2[O:27]1.[Cl:38][C:39]1[CH:40]=[C:41]([CH2:46][CH2:47][NH2:48])[CH:42]=[CH:43][C:44]=1[Cl:45].[BH4-].[Na+], predict the reaction product. The product is: [Cl:38][C:39]1[CH:40]=[C:41]([CH2:46][CH2:47][NH:48][CH2:35][C:33]2[CH:32]=[CH:31][C:29]3[O:30][C:26]([CH3:37])([CH3:25])[O:27][C:28]=3[CH:34]=2)[CH:42]=[CH:43][C:44]=1[Cl:45]. (2) Given the reactants [CH2:1]([NH:4][C:5]1[C:14]2[C:9](=[CH:10][CH:11]=[C:12]([N+:15]([O-:17])=[O:16])[CH:13]=2)[N:8]=[C:7]([NH:18][CH2:19][CH2:20]O)[N:6]=1)[CH:2]=[CH2:3].S(Cl)([Cl:24])=O, predict the reaction product. The product is: [CH2:1]([NH:4][C:5]1[C:14]2[C:9](=[CH:10][CH:11]=[C:12]([N+:15]([O-:17])=[O:16])[CH:13]=2)[N:8]=[C:7]([NH:18][CH2:19][CH2:20][Cl:24])[N:6]=1)[CH:2]=[CH2:3]. (3) Given the reactants C[O:2][C:3](=[O:18])[CH:4]=[CH:5][C:6]1[C:11]([O:12][CH3:13])=[CH:10][C:9]([CH:14]=[O:15])=[CH:8][C:7]=1[O:16][CH3:17], predict the reaction product. The product is: [CH:14]([C:9]1[CH:8]=[C:7]([O:16][CH3:17])[C:6]([CH:5]=[CH:4][C:3]([OH:18])=[O:2])=[C:11]([O:12][CH3:13])[CH:10]=1)=[O:15]. (4) Given the reactants [CH3:1][O:2][C:3]1[CH:4]=[C:5]([C:11]2[C:15]3([CH2:19][CH2:18][CH2:17][CH2:16]3)[C:14](=[O:20])[N:13]([CH:21]3[CH2:26][CH2:25][NH:24][CH2:23][CH2:22]3)[N:12]=2)[CH:6]=[CH:7][C:8]=1[O:9][CH3:10].[CH2:27]([O:34][C:35]1[CH:36]=[CH:37][C:38]([CH3:44])=[C:39]([CH:43]=1)[C:40](O)=[O:41])[C:28]1[CH:33]=[CH:32][CH:31]=[CH:30][CH:29]=1, predict the reaction product. The product is: [CH2:27]([O:34][C:35]1[CH:36]=[CH:37][C:38]([CH3:44])=[C:39]([C:40]([N:24]2[CH2:23][CH2:22][CH:21]([N:13]3[N:12]=[C:11]([C:5]4[CH:6]=[CH:7][C:8]([O:9][CH3:10])=[C:3]([O:2][CH3:1])[CH:4]=4)[C:15]4([CH2:16][CH2:17][CH2:18][CH2:19]4)[C:14]3=[O:20])[CH2:26][CH2:25]2)=[O:41])[CH:43]=1)[C:28]1[CH:29]=[CH:30][CH:31]=[CH:32][CH:33]=1. (5) The product is: [CH:18]1([NH:17][C:13]2[N:12]=[C:11]([C:10]3[C:9]([C:23]4[CH:28]=[CH:27][C:26]([F:29])=[CH:25][CH:24]=4)=[N:8][N:5]4[CH:6]=[CH:7][C:2]([NH:34][CH2:33][CH2:32][O:31][CH3:30])=[CH:3][C:4]=34)[CH:16]=[CH:15][N:14]=2)[CH2:22][CH2:21][CH2:20][CH2:19]1. Given the reactants Cl[C:2]1[CH:7]=[CH:6][N:5]2[N:8]=[C:9]([C:23]3[CH:28]=[CH:27][C:26]([F:29])=[CH:25][CH:24]=3)[C:10]([C:11]3[CH:16]=[CH:15][N:14]=[C:13]([NH:17][CH:18]4[CH2:22][CH2:21][CH2:20][CH2:19]4)[N:12]=3)=[C:4]2[CH:3]=1.[CH3:30][O:31][CH2:32][CH2:33][NH2:34].C1(P(C2C=CC=CC=2)C2C=CC3C(=CC=CC=3)C=2C2C3C(=CC=CC=3)C=CC=2P(C2C=CC=CC=2)C2C=CC=CC=2)C=CC=CC=1.C(=O)([O-])[O-].[Cs+].[Cs+], predict the reaction product. (6) Given the reactants [CH3:1][CH2:2][O:3][C:4]([C@@H:6]1[CH2:10][C@H:9]([N:11]=[N+]=[N-])[CH2:8][N:7]1[C:14]([O:16][C:17]([CH3:20])([CH3:19])[CH3:18])=[O:15])=[O:5], predict the reaction product. The product is: [CH3:1][CH2:2][O:3][C:4]([C@@H:6]1[CH2:10][C@H:9]([NH2:11])[CH2:8][N:7]1[C:14]([O:16][C:17]([CH3:18])([CH3:20])[CH3:19])=[O:15])=[O:5].